From a dataset of Catalyst prediction with 721,799 reactions and 888 catalyst types from USPTO. Predict which catalyst facilitates the given reaction. (1) Reactant: [Cl-].[CH2:2]([O:9][C:10]([C@@H:12]([NH:14][C:15]([C@@H:17]1[CH2:22][CH2:21][CH2:20][CH2:19][NH2+:18]1)=[O:16])[CH3:13])=[O:11])[C:3]1[CH:8]=[CH:7][CH:6]=[CH:5][CH:4]=1.[C:23]([N:30]1[CH2:37][CH2:36][CH2:35][C@H:31]1[C:32](O)=[O:33])([O:25][C:26]([CH3:29])([CH3:28])[CH3:27])=[O:24].CN(C(ON1N=NC2C=CC=NC1=2)=[N+](C)C)C.F[P-](F)(F)(F)(F)F.C(N(C(C)C)C(C)C)C. Product: [CH2:2]([O:9][C:10]([C@@H:12]([NH:14][C:15]([C@@H:17]1[CH2:22][CH2:21][CH2:20][CH2:19][N:18]1[C:32]([C@@H:31]1[CH2:35][CH2:36][CH2:37][N:30]1[C:23]([O:25][C:26]([CH3:29])([CH3:28])[CH3:27])=[O:24])=[O:33])=[O:16])[CH3:13])=[O:11])[C:3]1[CH:4]=[CH:5][CH:6]=[CH:7][CH:8]=1. The catalyst class is: 2. (2) Reactant: C(OC([N:8]1[CH2:13][CH2:12][CH2:11][CH2:10][CH:9]1[C:14]1[O:18][N:17]=[C:16]([C:19]2[CH:24]=[CH:23][CH:22]=[C:21]([C:25]#[N:26])[CH:20]=2)[N:15]=1)=O)(C)(C)C. Product: [NH:8]1[CH2:13][CH2:12][CH2:11][CH2:10][CH:9]1[C:14]1[O:18][N:17]=[C:16]([C:19]2[CH:20]=[C:21]([CH:22]=[CH:23][CH:24]=2)[C:25]#[N:26])[N:15]=1. The catalyst class is: 106. (3) Reactant: [C:1](#[N:8])[C:2]1[CH:7]=[CH:6][CH:5]=[N:4][CH:3]=1.[SH:9][CH:10]([CH3:14])[C:11](O)=[O:12].N1C=CC=CC=1. Product: [CH3:14][C:10]1[S:9][C:1]([C:2]2[CH:3]=[N:4][CH:5]=[CH:6][CH:7]=2)=[N:8][C:11]=1[OH:12]. The catalyst class is: 14. (4) Reactant: [F:1][C:2]1[CH:7]=[CH:6][CH:5]=[CH:4][C:3]=1[C:8]1[N:12]([S:13]([C:16]2[CH:17]=[N:18][CH:19]=[CH:20][CH:21]=2)(=[O:15])=[O:14])[CH:11]=[C:10]([CH:22]=[O:23])[CH:9]=1.[Cl:24]N1C(=O)CCC1=O.C(=O)([O-])O.[Na+]. Product: [Cl:24][C:11]1[N:12]([S:13]([C:16]2[CH:17]=[N:18][CH:19]=[CH:20][CH:21]=2)(=[O:15])=[O:14])[C:8]([C:3]2[CH:4]=[CH:5][CH:6]=[CH:7][C:2]=2[F:1])=[CH:9][C:10]=1[CH:22]=[O:23]. The catalyst class is: 9. (5) Reactant: [CH2:1]([C:4]1[C:12]([N:13]([CH:16]2[CH2:21][CH2:20][N:19]([C:22]([O:24][C:25]([CH3:28])([CH3:27])[CH3:26])=[O:23])[CH2:18][CH2:17]2)[CH2:14][CH3:15])=[CH:11][CH:10]=[CH:9][C:5]=1[C:6]([OH:8])=O)[CH:2]=[CH2:3].[CH2:29]([C:33]1[CH:38]=[C:37]([CH3:39])[N:36]=[C:35]([O:40][CH3:41])[C:34]=1[CH2:42][NH2:43])[CH2:30][CH:31]=[CH2:32].C(Cl)CCl.C1C=NC2N(O)N=NC=2C=1.CN1CCOCC1. Product: [CH2:1]([C:4]1[C:5]([C:6](=[O:8])[NH:43][CH2:42][C:34]2[C:35]([O:40][CH3:41])=[N:36][C:37]([CH3:39])=[CH:38][C:33]=2[CH2:29][CH2:30][CH:31]=[CH2:32])=[CH:9][CH:10]=[CH:11][C:12]=1[N:13]([CH2:14][CH3:15])[CH:16]1[CH2:17][CH2:18][N:19]([C:22]([O:24][C:25]([CH3:26])([CH3:28])[CH3:27])=[O:23])[CH2:20][CH2:21]1)[CH:2]=[CH2:3]. The catalyst class is: 2. (6) Reactant: [C:1]([N:4]1[CH2:9][CH2:8][NH:7][CH2:6][CH2:5]1)(=[O:3])[CH3:2].Br[C:11]1[S:12][CH:13]=[C:14]([Br:16])[N:15]=1.C(N(CC)CC)C.O. Product: [C:1]([N:4]1[CH2:9][CH2:8][N:7]([C:11]2[S:12][CH:13]=[C:14]([Br:16])[N:15]=2)[CH2:6][CH2:5]1)(=[O:3])[CH3:2]. The catalyst class is: 9. (7) Reactant: CC(C[AlH]CC(C)C)C.C[O:11][C:12]([C:14]1[O:18][C:17]([C:19]2[CH:24]=[CH:23][CH:22]=[CH:21][CH:20]=2)=[N:16][C:15]=1[CH3:25])=O. Product: [CH3:25][C:15]1[N:16]=[C:17]([C:19]2[CH:24]=[CH:23][CH:22]=[CH:21][CH:20]=2)[O:18][C:14]=1[CH2:12][OH:11]. The catalyst class is: 247.